Task: Predict the reactants needed to synthesize the given product.. Dataset: Full USPTO retrosynthesis dataset with 1.9M reactions from patents (1976-2016) (1) Given the product [CH3:1][C:2]1[CH:9]=[C:8]([CH3:10])[CH:7]=[CH:6][C:3]=1[CH2:4][NH:5][C:22](=[O:23])[CH:21]([C:16]1[CH:17]=[CH:18][CH:19]=[C:20]2[C:15]=1[CH:14]=[CH:13][N:12]=[CH:11]2)[CH3:25], predict the reactants needed to synthesize it. The reactants are: [CH3:1][C:2]1[CH:9]=[C:8]([CH3:10])[CH:7]=[CH:6][C:3]=1[CH2:4][NH2:5].[CH:11]1[C:20]2[C:15](=[C:16]([CH:21]([CH3:25])[C:22](O)=[O:23])[CH:17]=[CH:18][CH:19]=2)[CH:14]=[CH:13][N:12]=1.C1C2C(=C(CC(O)=O)C=CC=2)C=CN=1. (2) Given the product [C:1]([C:6]1[C:13]([C:14]([CH3:17])([CH3:16])[CH3:15])=[CH:12][C:9]([CH:10]=[N+:26]([C:22]([CH3:25])([CH3:24])[CH3:23])[O-:27])=[CH:8][C:7]=1[C:18]([CH3:21])([CH3:20])[CH3:19])(=[O:5])[CH:2]([CH3:4])[CH3:3], predict the reactants needed to synthesize it. The reactants are: [C:1]([C:6]1[C:13]([C:14]([CH3:17])([CH3:16])[CH3:15])=[CH:12][C:9]([CH:10]=O)=[CH:8][C:7]=1[C:18]([CH3:21])([CH3:20])[CH3:19])(=[O:5])[CH:2]([CH3:4])[CH3:3].[C:22]([NH:26][OH:27])([CH3:25])([CH3:24])[CH3:23].C1(C)C=CC(S(O)(=O)=O)=CC=1. (3) Given the product [C:6]([N:8]1[CH2:12][C:11](=[N:13][O:14][CH3:15])[CH2:10][C@H:9]1[C:16]([NH:38][C:34]1[CH:35]=[CH:36][C:37]2[N:25]([CH2:23][CH3:24])[C:26]3[C:31]([C:32]=2[CH:33]=1)=[CH:30][CH:29]=[CH:28][CH:27]=3)=[O:18])(=[O:7])[CH3:19], predict the reactants needed to synthesize it. The reactants are: C(O[C:6]([N:8]1[CH2:12][C:11](=[N:13][O:14][CH3:15])[CH2:10][C@H:9]1[C:16]([OH:18])=O)=[O:7])(C)(C)C.[C:19](Cl)(=O)C.[CH2:23]([N:25]1[C:37]2[CH:36]=[CH:35][C:34]([NH2:38])=[CH:33][C:32]=2[C:31]2[C:26]1=[CH:27][CH:28]=[CH:29][CH:30]=2)[CH3:24].